From a dataset of Peptide-MHC class II binding affinity with 134,281 pairs from IEDB. Regression. Given a peptide amino acid sequence and an MHC pseudo amino acid sequence, predict their binding affinity value. This is MHC class II binding data. (1) The peptide sequence is YSDRGWGNGCGLFGK. The MHC is DRB1_1301 with pseudo-sequence DRB1_1301. The binding affinity (normalized) is 0.171. (2) The peptide sequence is GELQWVDKIDAAFKI. The MHC is DRB4_0101 with pseudo-sequence DRB4_0103. The binding affinity (normalized) is 0.593. (3) The peptide sequence is SAHGSGREVIDAMCH. The MHC is DRB3_0101 with pseudo-sequence DRB3_0101. The binding affinity (normalized) is 0.240. (4) The peptide sequence is CGIYLFNWAVKTKLKLTPLP. The MHC is DRB1_0802 with pseudo-sequence DRB1_0802. The binding affinity (normalized) is 0.613.